This data is from Microsomal clearance measurements from AstraZeneca. The task is: Regression/Classification. Given a drug SMILES string, predict its absorption, distribution, metabolism, or excretion properties. Task type varies by dataset: regression for continuous measurements (e.g., permeability, clearance, half-life) or binary classification for categorical outcomes (e.g., BBB penetration, CYP inhibition). For this dataset (clearance_microsome_az), we predict log10(clearance) (log10 of the in vitro intrinsic clearance, CLint, in uL/min per mg of human liver microsomal protein, equivalently mL/min/g; values are censored to the assay range of 3 to 150, which is 0.477 to 2.18 on this log10 scale). (1) The molecule is Cc1ccc(S(=O)(=O)Nc2c(C(=O)N[C@@H](C)C(C)(C)C)c(C)nn2C2CCCCC2)cc1. The log10(clearance) is 1.52. (2) The compound is O=C(NCc1ccccc1Cl)c1cccnc1Oc1ccccc1. The log10(clearance) is 1.56. (3) The drug is CCc1nc2cc(O)ccc2c(Oc2ccc(/C=C/C(=O)O)cc2)c1-c1ccccc1. The log10(clearance) is 1.05. (4) The compound is CC(C)(C)NCC(O)c1ccc(O)c(CO)c1. The log10(clearance) is 0.480. (5) The molecule is Cc1cc(Cl)ccc1OC1CCN(C[C@H](O)CNC(=O)c2c[nH]c(=O)cc2C(F)(F)F)CC1. The log10(clearance) is 0.480. (6) The compound is Cc1[nH]c2ccc(-c3nnc(SCC(=O)N4CCCc5ccccc54)o3)cc2c1C. The log10(clearance) is 2.18. (7) The compound is CCOC(=O)C1=C(C)NC(C)=C(C(C)=O)[C@H]1c1cccc2c(=O)cc(C)oc12. The log10(clearance) is 2.18.